This data is from Full USPTO retrosynthesis dataset with 1.9M reactions from patents (1976-2016). The task is: Predict the reactants needed to synthesize the given product. The reactants are: Cl.[NH:2]1[CH2:8][CH2:7][CH2:6][CH:5]([OH:9])[CH2:4][CH2:3]1.F[C:11]1[CH:18]=[CH:17][C:14]([C:15]#[N:16])=[CH:13][CH:12]=1.C(=O)([O-])[O-].[K+].[K+]. Given the product [OH:9][CH:5]1[CH2:6][CH2:7][CH2:8][N:2]([C:11]2[CH:18]=[CH:17][C:14]([C:15]#[N:16])=[CH:13][CH:12]=2)[CH2:3][CH2:4]1, predict the reactants needed to synthesize it.